Predict the product of the given reaction. From a dataset of Forward reaction prediction with 1.9M reactions from USPTO patents (1976-2016). (1) Given the reactants Cl[C:2]1[N:6]([CH2:7][CH3:8])[N:5]=[C:4]([CH3:9])[C:3]=1[C:10]([C:12]1[CH:17]=[CH:16][CH:15]=[CH:14][CH:13]=1)=[O:11].[CH3:18][O:19][C:20]1[CH:25]=[CH:24][C:23]([OH:26])=[CH:22][CH:21]=1.[H-].[Na+].O, predict the reaction product. The product is: [CH2:7]([N:6]1[C:2]([O:26][C:23]2[CH:24]=[CH:25][C:20]([O:19][CH3:18])=[CH:21][CH:22]=2)=[C:3]([C:10]([C:12]2[CH:17]=[CH:16][CH:15]=[CH:14][CH:13]=2)=[O:11])[C:4]([CH3:9])=[N:5]1)[CH3:8]. (2) Given the reactants [CH3:1][C:2]1[CH:3]=[N:4][C:5]([CH2:11][S+:12]([O-:24])[C:13]2[NH:14][C:15]3[CH:16]=[CH:17][C:18]([O:22][CH3:23])=[CH:19][C:20]=3[N:21]=2)=[C:6]([CH3:10])[C:7]=1[O:8][CH3:9].[C:25]([NH2:29])([CH3:28])([CH3:27])[CH3:26], predict the reaction product. The product is: [C:25]([NH3+:29])([CH3:28])([CH3:27])[CH3:26].[CH3:23][O:22][C:18]1[CH:17]=[CH:16][C:15]2[NH:14][C:13]([S:12]([CH2:11][C:5]3[C:6]([CH3:10])=[C:7]([O:8][CH3:9])[C:2]([CH3:1])=[CH:3][N:4]=3)=[O:24])=[N:21][C:20]=2[CH:19]=1.